From a dataset of Catalyst prediction with 721,799 reactions and 888 catalyst types from USPTO. Predict which catalyst facilitates the given reaction. (1) Reactant: [Br:1][C:2]1[CH:3]=[CH:4][C:5]([NH:12][C:13](=[O:24])[C:14]2[CH:19]=[CH:18][C:17]([S:20](Cl)(=[O:22])=[O:21])=[CH:16][CH:15]=2)=[C:6]([CH:11]=1)[C:7]([O:9][CH3:10])=[O:8].[CH2:25]([NH:27][CH2:28][CH3:29])[CH3:26]. Product: [Br:1][C:2]1[CH:3]=[CH:4][C:5]([NH:12][C:13](=[O:24])[C:14]2[CH:19]=[CH:18][C:17]([S:20]([N:27]([CH2:28][CH3:29])[CH2:25][CH3:26])(=[O:22])=[O:21])=[CH:16][CH:15]=2)=[C:6]([CH:11]=1)[C:7]([O:9][CH3:10])=[O:8]. The catalyst class is: 11. (2) Reactant: [NH:1]1[CH2:6][CH2:5][NH:4][CH2:3][CH2:2]1.[C:7]([C:11]1[N:16]=[C:15](Cl)[CH:14]=[C:13]([CH:18]([F:20])[F:19])[N:12]=1)([CH3:10])([CH3:9])[CH3:8]. Product: [C:7]([C:11]1[N:16]=[C:15]([N:1]2[CH2:6][CH2:5][NH:4][CH2:3][CH2:2]2)[CH:14]=[C:13]([CH:18]([F:19])[F:20])[N:12]=1)([CH3:10])([CH3:8])[CH3:9]. The catalyst class is: 8. (3) Reactant: [Cl:1][C:2]1[CH:3]=[C:4]2[C:9](=[CH:10][CH:11]=1)[NH:8][C:7](=[O:12])[N:6]([CH2:13][C:14]([F:17])([F:16])[F:15])[C:5]2([CH2:25][CH3:26])[C:18]1[CH:23]=[CH:22][C:21](Br)=[CH:20][CH:19]=1.[Cu][C:28]#[N:29]. Product: [Cl:1][C:2]1[CH:3]=[C:4]2[C:9](=[CH:10][CH:11]=1)[NH:8][C:7](=[O:12])[N:6]([CH2:13][C:14]([F:17])([F:16])[F:15])[C:5]2([CH2:25][CH3:26])[C:18]1[CH:23]=[CH:22][C:21]([C:28]#[N:29])=[CH:20][CH:19]=1. The catalyst class is: 3. (4) Reactant: [NH2:1][C:2]1[N:3]=[C:4]2[CH:9]=[CH:8][C:7]([O:10][C:11]3[CH:12]=[C:13]([NH:17][C:18](=[O:29])[C:19]4[CH:24]=[CH:23][CH:22]=[C:21]([C:25]([F:28])([F:27])[F:26])[CH:20]=4)[CH:14]=[CH:15][CH:16]=3)=[N:6][N:5]2[CH:30]=1.[C:31](Cl)(=[O:38])[O:32][CH2:33][C:34]([Cl:37])([Cl:36])[Cl:35].C(N(CC)CC)C. Product: [F:26][C:25]([F:28])([F:27])[C:21]1[CH:20]=[C:19]([CH:24]=[CH:23][CH:22]=1)[C:18]([NH:17][C:13]1[CH:12]=[C:11]([CH:16]=[CH:15][CH:14]=1)[O:10][C:7]1[CH:8]=[CH:9][C:4]2[N:5]([CH:30]=[C:2]([NH:1][C:31](=[O:38])[O:32][CH2:33][C:34]([Cl:37])([Cl:36])[Cl:35])[N:3]=2)[N:6]=1)=[O:29]. The catalyst class is: 7. (5) Reactant: C([Li])CCC.[CH3:6][C:7]1[CH:16]=[CH:15][C:14]([CH2:17][N:18]2[CH2:23][CH2:22][N:21]([CH3:24])[CH2:20][CH2:19]2)=[CH:13][C:8]=1[C:9]([NH:11][CH3:12])=O.[Si]([O:32][C:33]1[C:40]([CH3:41])=[CH:39][C:36]([C:37]#[N:38])=[CH:35][C:34]=1[CH3:42])(C(C)(C)C)(C)C. Product: [CH3:41][C:40]1[CH:39]=[C:36]([C:37]2[N:38]=[C:9]([NH:11][CH3:12])[C:8]3[C:7]([CH:6]=2)=[CH:16][CH:15]=[C:14]([CH2:17][N:18]2[CH2:23][CH2:22][N:21]([CH3:24])[CH2:20][CH2:19]2)[CH:13]=3)[CH:35]=[C:34]([CH3:42])[C:33]=1[OH:32]. The catalyst class is: 1. (6) Reactant: I[C:2]1[CH:7]=[C:6]([N:8]2[CH2:13][CH2:12][O:11][CH2:10][CH2:9]2)[N:5]=[CH:4][C:3]=1[NH:14][C:15](=[O:20])[C:16]([CH3:19])([CH3:18])[CH3:17].C(=O)([O-])[O-].[Na+].[Na+].[C:27]1([CH3:36])[CH:32]=[CH:31][CH:30]=[CH:29][C:28]=1B(O)O. Product: [CH3:17][C:16]([CH3:19])([CH3:18])[C:15]([NH:14][C:3]1[CH:4]=[N:5][C:6]([N:8]2[CH2:13][CH2:12][O:11][CH2:10][CH2:9]2)=[CH:7][C:2]=1[C:28]1[CH:29]=[CH:30][CH:31]=[CH:32][C:27]=1[CH3:36])=[O:20]. The catalyst class is: 206.